From a dataset of Forward reaction prediction with 1.9M reactions from USPTO patents (1976-2016). Predict the product of the given reaction. Given the reactants F[C:2]1[CH:7]=[CH:6][C:5]([C:8]2[C:9]([NH2:37])=[N:10][CH:11]=[N:12][C:13]=2[N:14]2[CH2:19][CH2:18][CH:17]([C:20]3[N:21]([CH3:36])[CH:22]=[C:23]([C:25]4[CH:30]=[CH:29][C:28]([F:31])=[C:27]([C:32]([F:35])([F:34])[F:33])[CH:26]=4)[N:24]=3)[CH2:16][CH2:15]2)=[CH:4][CH:3]=1.[Cl:38]C1C=CC=CC=1B(O)O, predict the reaction product. The product is: [Cl:38][C:6]1[CH:7]=[CH:2][CH:3]=[CH:4][C:5]=1[C:8]1[C:9]([NH2:37])=[N:10][CH:11]=[N:12][C:13]=1[N:14]1[CH2:19][CH2:18][CH:17]([C:20]2[N:21]([CH3:36])[CH:22]=[C:23]([C:25]3[CH:30]=[CH:29][C:28]([F:31])=[C:27]([C:32]([F:35])([F:34])[F:33])[CH:26]=3)[N:24]=2)[CH2:16][CH2:15]1.